This data is from CYP2C9 inhibition data for predicting drug metabolism from PubChem BioAssay. The task is: Regression/Classification. Given a drug SMILES string, predict its absorption, distribution, metabolism, or excretion properties. Task type varies by dataset: regression for continuous measurements (e.g., permeability, clearance, half-life) or binary classification for categorical outcomes (e.g., BBB penetration, CYP inhibition). Dataset: cyp2c9_veith. (1) The molecule is CCCCc1c2ccccc2nc2[nH]c3ccccc3c12. The result is 0 (non-inhibitor). (2) The result is 0 (non-inhibitor). The compound is NCCSCCc1ccccc1. (3) The result is 0 (non-inhibitor). The drug is CCc1ccc(NC(=O)c2cc(C(C)C)on2)cc1. (4) The drug is Cn1c(COc2nnc(-c3ccc(Cl)cc3)c3ccccc23)nc2ccccc21. The result is 1 (inhibitor). (5) The result is 1 (inhibitor). The molecule is CC(C)n1c(O)c(/C=C2\C=Nc3ccccc32)sc1=Nc1ccccc1. (6) The molecule is Cn1cc(-c2nc3cnc(Oc4ccccc4)nc3n(CCC#N)c2=O)c2ccccc21. The result is 0 (non-inhibitor). (7) The molecule is COC(=O)c1cc2c(cn1)[nH]c1ccccc12. The result is 0 (non-inhibitor).